Dataset: Catalyst prediction with 721,799 reactions and 888 catalyst types from USPTO. Task: Predict which catalyst facilitates the given reaction. (1) Reactant: [H-].[Na+].[C:3]([N:10]1[CH2:15][CH2:14][CH:13]([CH2:16][CH2:17][OH:18])[CH2:12][CH2:11]1)([O:5][C:6]([CH3:9])([CH3:8])[CH3:7])=[O:4].[N+:19]([C:22]1[CH:23]=[C:24](F)[CH:25]=[CH:26][C:27]=1[N+:28]([O-:30])=[O:29])([O-:21])=[O:20]. Product: [C:6]([O:5][C:3]([N:10]1[CH2:15][CH2:14][CH:13]([CH2:16][CH2:17][O:18][C:24]2[CH:25]=[CH:26][C:27]([N+:28]([O-:30])=[O:29])=[C:22]([N+:19]([O-:21])=[O:20])[CH:23]=2)[CH2:12][CH2:11]1)=[O:4])([CH3:9])([CH3:8])[CH3:7]. The catalyst class is: 56. (2) The catalyst class is: 26. Reactant: CS(O[CH2:6][CH2:7][CH2:8][C:9]#[CH:10])(=O)=O.[CH3:11][N:12]1[CH2:17][CH2:16][NH:15][CH2:14][CH2:13]1.C([O-])(O)=O.[Na+]. Product: [CH3:11][N:12]1[CH2:17][CH2:16][N:15]([CH2:6][CH2:7][CH2:8][C:9]#[CH:10])[CH2:14][CH2:13]1. (3) Reactant: Cl[C:2]1[CH:7]=[C:6]([O:8][CH2:9][C:10]#[CH:11])[N:5]=[CH:4][N:3]=1.C(=O)([O-])[O-].[K+].[K+].[F:18][C:19]1[CH:24]=[CH:23][CH:22]=[C:21]([F:25])[C:20]=1[OH:26].[Cl-].[NH4+]. Product: [F:18][C:19]1[CH:24]=[CH:23][CH:22]=[C:21]([F:25])[C:20]=1[O:26][C:2]1[CH:7]=[C:6]([O:8][CH2:9][C:10]#[CH:11])[N:5]=[CH:4][N:3]=1. The catalyst class is: 9. (4) Reactant: Br[C:2]1[CH:3]=[C:4]([C:18]([O:20][CH3:21])=[O:19])[CH:5]=[N:6][C:7]=1[O:8][CH2:9][CH2:10][C:11]([O:13][C:14]([CH3:17])([CH3:16])[CH3:15])=[O:12].[CH2:22]([NH:24][C:25]([NH:27][C:28]1[CH:33]=[C:32]([C:34]2[S:35][CH:36]=[C:37]([C:39]([F:42])([F:41])[F:40])[N:38]=2)[C:31](B2OC(C)(C)C(C)(C)O2)=[CH:30][N:29]=1)=[O:26])[CH3:23].C(=O)([O-])[O-].[Cs+].[Cs+]. Product: [C:14]([O:13][C:11](=[O:12])[CH2:10][CH2:9][O:8][C:7]1[C:2]([C:31]2[CH:30]=[N:29][C:28]([NH:27][C:25](=[O:26])[NH:24][CH2:22][CH3:23])=[CH:33][C:32]=2[C:34]2[S:35][CH:36]=[C:37]([C:39]([F:42])([F:40])[F:41])[N:38]=2)=[CH:3][C:4]([C:18]([O:20][CH3:21])=[O:19])=[CH:5][N:6]=1)([CH3:17])([CH3:16])[CH3:15]. The catalyst class is: 12. (5) Reactant: Br[C:2]1[CH:8]=[C:7]([C:9]([F:12])([F:11])[F:10])[CH:6]=[C:5]([Br:13])[C:3]=1[NH2:4].C([Li])CCC.CN([CH:22]=[O:23])C. Product: [NH2:4][C:3]1[C:5]([Br:13])=[CH:6][C:7]([C:9]([F:12])([F:11])[F:10])=[CH:8][C:2]=1[CH:22]=[O:23]. The catalyst class is: 1.